Dataset: Catalyst prediction with 721,799 reactions and 888 catalyst types from USPTO. Task: Predict which catalyst facilitates the given reaction. Reactant: [OH:1][CH2:2][C:3]1[CH:8]=[CH:7][C:6]([N:9]=[N:10][C:11]2[CH:16]=[CH:15][C:14]([OH:17])=[CH:13][C:12]=2[O:18][CH3:19])=[CH:5][CH:4]=1.C([O-])([O-])=O.[K+].[K+].[CH3:26][O:27][C:28](=[O:31])[CH2:29]Br.C(COC1C=CC(N=NC2C=CC(CO)=CC=2)=CC=1)(OC)=O. Product: [OH:1][CH2:2][C:3]1[CH:4]=[CH:5][C:6]([N:9]=[N:10][C:11]2[CH:16]=[CH:15][C:14]([O:17][CH2:29][C:28]([O:27][CH3:26])=[O:31])=[CH:13][C:12]=2[O:18][CH3:19])=[CH:7][CH:8]=1. The catalyst class is: 21.